Dataset: Full USPTO retrosynthesis dataset with 1.9M reactions from patents (1976-2016). Task: Predict the reactants needed to synthesize the given product. (1) Given the product [N:4]1[CH:5]=[CH:6][CH:7]=[C:2]([N:10]2[CH2:11][CH:12]3[CH:8]([CH2:15][NH:14][CH2:13]3)[CH2:9]2)[CH:3]=1, predict the reactants needed to synthesize it. The reactants are: F[C:2]1[CH:3]=[N:4][CH:5]=[CH:6][CH:7]=1.[CH:8]12[CH2:15][NH:14][CH2:13][CH:12]1[CH2:11][NH:10][CH2:9]2. (2) The reactants are: C([O-])([O-])=O.[K+].[K+].[CH2:7]1[C:12]2[NH:13][C:14]3[C:19]([C:11]=2[CH2:10][C@@H:9]([C:20]([OH:22])=[O:21])[NH:8]1)=[CH:18][CH:17]=[CH:16][CH:15]=3.[C:23](O[C:23]([O:25][C:26]([CH3:29])([CH3:28])[CH3:27])=[O:24])([O:25][C:26]([CH3:29])([CH3:28])[CH3:27])=[O:24]. Given the product [C:26]([O:25][C:23]([N:8]1[C@H:9]([C:20]([OH:22])=[O:21])[CH2:10][C:11]2[C:19]3[C:14](=[CH:15][CH:16]=[CH:17][CH:18]=3)[NH:13][C:12]=2[CH2:7]1)=[O:24])([CH3:29])([CH3:28])[CH3:27], predict the reactants needed to synthesize it.